Dataset: CYP3A4 inhibition data for predicting drug metabolism from PubChem BioAssay. Task: Regression/Classification. Given a drug SMILES string, predict its absorption, distribution, metabolism, or excretion properties. Task type varies by dataset: regression for continuous measurements (e.g., permeability, clearance, half-life) or binary classification for categorical outcomes (e.g., BBB penetration, CYP inhibition). Dataset: cyp3a4_veith. (1) The drug is Cc1nc2cnc(N(C)C)nc2n(C2CC2)c1=O. The result is 0 (non-inhibitor). (2) The molecule is CN(C)C(=O)c1ccc(-n2nc(C(F)(F)F)c3c2CCCC3)cc1. The result is 0 (non-inhibitor). (3) The compound is Cc1cc(C)c2c(-n3cccc3)n[nH]c2n1. The result is 0 (non-inhibitor). (4) The drug is CCNc1ncc2nc(-c3ccccc3)c(=O)n(Cc3cccs3)c2n1. The result is 1 (inhibitor). (5) The molecule is COCCNc1ncnc2ccc(-c3ccoc3)cc12. The result is 0 (non-inhibitor). (6) The compound is COc1ccc(-c2nc3cnc(N4CCNCC4)nc3n(Cc3cccs3)c2=O)cc1. The result is 1 (inhibitor). (7) The drug is Cc1cc(CNC(=O)[C@H](C)[C@H]2C[C@]2(C)[C@H](NC(=O)OCc2ccccc2)c2ccccc2)nn1C. The result is 1 (inhibitor).